From a dataset of Reaction yield outcomes from USPTO patents with 853,638 reactions. Predict the reaction yield, written as a fraction of the theoretical maximum amount of product (1.0 means a 100% yield; for example, 0.34 means a 34% yield). (1) The reactants are [C:1]([CH:9]=[CH:10][C:11]([O:13]CC)=[O:12])(=O)[C:2]1[CH:7]=[CH:6][CH:5]=[CH:4][CH:3]=1.[NH2:16][C@H:17]1[CH2:23][CH2:22][C:21]2[CH:24]=[CH:25][CH:26]=[CH:27][C:20]=2[N:19]([CH2:28][C:29]([O:31][C:32]([CH3:35])([CH3:34])[CH3:33])=[O:30])[C:18]1=[O:36].C(O)(=O)C. The catalyst is C1(C)C=CC=CC=1.[Pd]. The product is [C:11]([CH:10]([NH:16][CH:17]1[CH2:23][CH2:22][C:21]2[CH:24]=[CH:25][CH:26]=[CH:27][C:20]=2[N:19]([CH2:28][C:29]([O:31][C:32]([CH3:34])([CH3:33])[CH3:35])=[O:30])[C:18]1=[O:36])[CH2:9][CH2:1][C:2]1[CH:3]=[CH:4][CH:5]=[CH:6][CH:7]=1)([OH:13])=[O:12]. The yield is 0.520. (2) The reactants are [CH:1]1([S:4](Cl)(=[O:6])=[O:5])[CH2:3][CH2:2]1.CS([N:12]1[CH2:17][CH2:16][CH:15]([NH:18][C:19]([NH:21][C:22]2[CH:27]=[CH:26][C:25]([C:28]([F:31])([F:30])[F:29])=[CH:24][CH:23]=2)=[O:20])[CH2:14][CH2:13]1)(=O)=O. No catalyst specified. The product is [CH:1]1([S:4]([N:12]2[CH2:17][CH2:16][CH:15]([NH:18][C:19]([NH:21][C:22]3[CH:27]=[CH:26][C:25]([C:28]([F:29])([F:30])[F:31])=[CH:24][CH:23]=3)=[O:20])[CH2:14][CH2:13]2)(=[O:6])=[O:5])[CH2:3][CH2:2]1. The yield is 0.680. (3) The reactants are [CH3:1][O:2][C:3](=[O:40])[C@@H:4]([N:27]1[CH:31]=[CH:30][CH:29]=[C:28]1C(=O)C1C=CC=CC=1)[CH2:5][C:6]1[CH:11]=[CH:10][C:9]([O:12][CH2:13][CH2:14][C:15]2[N:16]=[C:17]([C:21]3[CH:26]=[CH:25][CH:24]=[CH:23][CH:22]=3)[O:18][C:19]=2[CH3:20])=[CH:8][CH:7]=1.CC1[O:46][C:45]([C:47]2[CH:52]=[CH:51][CH:50]=[CH:49][CH:48]=2)=NC=1CCO.C1(P(C2C=CC=CC=2)C2C=CC=CC=2)C=CC=CC=1.N(C(OCC)=O)=NC(OCC)=O. No catalyst specified. The product is [CH3:1][O:2][C:3](=[O:40])[C@@H:4]([N:27]1[CH:31]=[CH:30][C:29]([C:45](=[O:46])[C:47]2[CH:52]=[CH:51][CH:50]=[CH:49][CH:48]=2)=[CH:28]1)[CH2:5][C:6]1[CH:11]=[CH:10][C:9]([O:12][CH2:13][CH2:14][C:15]2[N:16]=[C:17]([C:21]3[CH:22]=[CH:23][CH:24]=[CH:25][CH:26]=3)[O:18][C:19]=2[CH3:20])=[CH:8][CH:7]=1. The yield is 0.320. (4) The reactants are Br[C:2]1[C:3]([CH3:10])=[CH:4][C:5]([O:8][CH3:9])=[N:6][CH:7]=1.[CH3:11][O:12][C:13]1[CH:18]=[CH:17][C:16](B(O)O)=[CH:15][CH:14]=1. No catalyst specified. The product is [CH3:9][O:8][C:5]1[CH:4]=[C:3]([CH3:10])[C:2]([C:16]2[CH:17]=[CH:18][C:13]([O:12][CH3:11])=[CH:14][CH:15]=2)=[CH:7][N:6]=1. The yield is 0.810.